Dataset: Reaction yield outcomes from USPTO patents with 853,638 reactions. Task: Predict the reaction yield, written as a fraction of the theoretical maximum amount of product (1.0 means a 100% yield; for example, 0.34 means a 34% yield). (1) The reactants are CS[C:3](=[C:6]([C:9]#[N:10])[C:7]#[N:8])SC.[NH2:11][CH2:12][CH2:13][CH2:14][NH:15][CH2:16][CH2:17][CH2:18][OH:19].C(OC(C)C)(C)C. The catalyst is C1COCC1. The product is [OH:19][CH2:18][CH2:17][CH2:16][N:15]1[CH2:14][CH2:13][CH2:12][NH:11][C:3]1=[C:6]([C:9]#[N:10])[C:7]#[N:8]. The yield is 0.730. (2) The reactants are [NH4+:1].[Cl-].C[Al](C)C.[Cl:7][C:8]1[C:13]([Cl:14])=[CH:12][CH:11]=[CH:10][C:9]=1[CH2:15][C:16]#[N:17]. The catalyst is C1(C)C=CC=CC=1. The product is [ClH:7].[Cl:7][C:8]1[C:13]([Cl:14])=[CH:12][CH:11]=[CH:10][C:9]=1[CH2:15][C:16]([NH2:1])=[NH:17]. The yield is 0.780. (3) The reactants are [NH2:1][C-:2]1[CH:6]=[CH:5][CH:4]=[CH:3]1.[CH-:7]1[CH:11]=[CH:10][CH:9]=[CH:8]1.[Fe+2:12].C=O.[BH3-][C:16]#N.[Na+].[OH-].[Na+]. The catalyst is C(O)(=O)C. The product is [CH3:16][N:1]([C-:7]1[CH:11]=[CH:10][CH:9]=[CH:8]1)[CH3:2].[CH-:2]1[CH:6]=[CH:5][CH:4]=[CH:3]1.[Fe+2:12]. The yield is 0.910. (4) The reactants are [CH3:1][C:2]1[CH:3]=[C:4]([CH:16]=[CH:17][CH:18]=1)[O:5][C:6]1[C:15]2[C:10](=[CH:11][CH:12]=[CH:13][CH:14]=2)[CH:9]=[CH:8][CH:7]=1.[Br:19]N1C(=O)CCC1=O. The catalyst is C1(C(F)(F)F)C=CC=CC=1.N(C(C)(C)C#N)=NC(C)(C)C#N. The product is [Br:19][CH2:1][C:2]1[CH:3]=[C:4]([CH:16]=[CH:17][CH:18]=1)[O:5][C:6]1[C:15]2[C:10](=[CH:11][CH:12]=[CH:13][CH:14]=2)[CH:9]=[CH:8][CH:7]=1. The yield is 0.730.